From a dataset of Forward reaction prediction with 1.9M reactions from USPTO patents (1976-2016). Predict the product of the given reaction. (1) Given the reactants [CH:1]([N:14]1[CH2:17][CH:16]([OH:18])[CH2:15]1)([C:8]1[CH:13]=[CH:12][CH:11]=[CH:10][CH:9]=1)[C:2]1[CH:7]=[CH:6][CH:5]=[CH:4][CH:3]=1.[C:19](OC(=O)C)(=[O:21])[CH3:20].C(N(CC)CC)C, predict the reaction product. The product is: [CH:1]([N:14]1[CH2:17][CH:16]([O:18][C:19](=[O:21])[CH3:20])[CH2:15]1)([C:8]1[CH:13]=[CH:12][CH:11]=[CH:10][CH:9]=1)[C:2]1[CH:3]=[CH:4][CH:5]=[CH:6][CH:7]=1. (2) Given the reactants Cl[C:2]1[C:3]2[N:10]([CH2:11][C:12]([CH3:14])=[O:13])[CH:9]=[CH:8][C:4]=2[N:5]=[CH:6][N:7]=1.[S:15]1[C:19]2[CH:20]=[CH:21][CH:22]=[C:23]([O:24][C:25]3[CH:31]=[CH:30][C:28]([NH2:29])=[CH:27][C:26]=3[Cl:32])[C:18]=2[CH:17]=[CH:16]1.C(=O)([O-])O.[Na+], predict the reaction product. The product is: [S:15]1[C:19]2[CH:20]=[CH:21][CH:22]=[C:23]([O:24][C:25]3[CH:31]=[CH:30][C:28]([NH:29][C:2]4[C:3]5[N:10]([CH2:11][C:12]([CH3:14])=[O:13])[CH:9]=[CH:8][C:4]=5[N:5]=[CH:6][N:7]=4)=[CH:27][C:26]=3[Cl:32])[C:18]=2[CH:17]=[CH:16]1. (3) Given the reactants [NH2:1]OC.Cl.[CH3:5][S:6][C:7]1[CH:12]=[CH:11][CH:10]=[C:9]([N+:13]([O-:15])=[O:14])[CH:8]=1.CC([O-])(C)C.[K+], predict the reaction product. The product is: [CH3:5][S:6][C:7]1[C:8]([NH2:1])=[C:9]([N+:13]([O-:15])=[O:14])[CH:10]=[CH:11][CH:12]=1. (4) Given the reactants [Br-].[CH2:2]([Zn+])[CH2:3][CH2:4][CH3:5].Cl[C:8]1[N:16]=[C:15]2[C:11]([N:12]=[CH:13][N:14]2[CH2:17][C:18]2[CH:23]=[CH:22][C:21]([O:24][CH3:25])=[CH:20][CH:19]=2)=[C:10]([C:26]2[O:27][CH:28]=[CH:29][CH:30]=2)[N:9]=1, predict the reaction product. The product is: [CH2:2]([C:8]1[N:16]=[C:15]2[C:11]([N:12]=[CH:13][N:14]2[CH2:17][C:18]2[CH:19]=[CH:20][C:21]([O:24][CH3:25])=[CH:22][CH:23]=2)=[C:10]([C:26]2[O:27][CH:28]=[CH:29][CH:30]=2)[N:9]=1)[CH2:3][CH2:4][CH3:5]. (5) Given the reactants [C:9](O[C:9]([O:11][C:12]([CH3:15])([CH3:14])[CH3:13])=[O:10])([O:11][C:12]([CH3:15])([CH3:14])[CH3:13])=[O:10].[NH2:16][C:17]1[CH:22]=[CH:21][C:20]([CH2:23][CH2:24][OH:25])=[CH:19][CH:18]=1.C(N(CC)CC)C.O, predict the reaction product. The product is: [OH:25][CH2:24][CH2:23][C:20]1[CH:21]=[CH:22][C:17]([NH:16][C:9](=[O:10])[O:11][C:12]([CH3:13])([CH3:14])[CH3:15])=[CH:18][CH:19]=1. (6) Given the reactants C[O:2][C:3]([CH:5]1[CH2:10][CH:9]([CH2:11][O:12][CH2:13][C:14]2[CH:19]=[CH:18][CH:17]=[CH:16][CH:15]=2)[CH2:8][N:7]([S:20]([C:23]2[CH:32]=[CH:31][C:30]3[C:25](=[CH:26][CH:27]=[CH:28][CH:29]=3)[CH:24]=2)(=[O:22])=[O:21])[CH2:6]1)=O.[H-].[Al+3].[Li+].[H-].[H-].[H-], predict the reaction product. The product is: [CH2:13]([O:12][CH2:11][CH:9]1[CH2:8][N:7]([S:20]([C:23]2[CH:32]=[CH:31][C:30]3[C:25](=[CH:26][CH:27]=[CH:28][CH:29]=3)[CH:24]=2)(=[O:22])=[O:21])[CH2:6][CH:5]([CH2:3][OH:2])[CH2:10]1)[C:14]1[CH:19]=[CH:18][CH:17]=[CH:16][CH:15]=1. (7) Given the reactants [Cl:1][C:2]1[CH:7]=[CH:6][C:5]([NH:8][C:9]([N:11]2[C:15]3[CH:16]=[CH:17][C:18]([O:20]CC4C=CC=CC=4)=[CH:19][C:14]=3[O:13][CH2:12]2)=[O:10])=[CH:4][C:3]=1[C:28]([F:31])([F:30])[F:29], predict the reaction product. The product is: [Cl:1][C:2]1[CH:7]=[CH:6][C:5]([NH:8][C:9]([N:11]2[C:15]3[CH:16]=[CH:17][C:18]([OH:20])=[CH:19][C:14]=3[O:13][CH2:12]2)=[O:10])=[CH:4][C:3]=1[C:28]([F:30])([F:29])[F:31]. (8) Given the reactants Br[C:2]1[CH:3]=[CH:4][C:5]2[N:6]([C:8]([C:12]3[S:13][C:14]([C:23]4[N:27]=[CH:26][N:25]([CH:28]5[CH2:33][CH2:32][CH2:31][CH2:30][O:29]5)[N:24]=4)=[C:15]([C:17]4[CH:22]=[CH:21][CH:20]=[CH:19][CH:18]=4)[N:16]=3)=[C:9]([CH3:11])[N:10]=2)[CH:7]=1.[CH3:34][O:35][C:36]1[CH:37]=[C:38](B(O)O)[CH:39]=[CH:40][C:41]=1[O:42][CH3:43].C(=O)([O-])[O-].[Cs+].[Cs+].C(=O)(O)[O-].[Na+], predict the reaction product. The product is: [CH3:34][O:35][C:36]1[CH:37]=[C:38]([C:2]2[CH:3]=[CH:4][C:5]3[N:6]([C:8]([C:12]4[S:13][C:14]([C:23]5[N:27]=[CH:26][N:25]([CH:28]6[CH2:33][CH2:32][CH2:31][CH2:30][O:29]6)[N:24]=5)=[C:15]([C:17]5[CH:18]=[CH:19][CH:20]=[CH:21][CH:22]=5)[N:16]=4)=[C:9]([CH3:11])[N:10]=3)[CH:7]=2)[CH:39]=[CH:40][C:41]=1[O:42][CH3:43]. (9) Given the reactants [CH3:1][C:2]([C:10]1[C:11]([CH:16]=O)=[N:12][CH:13]=[CH:14][CH:15]=1)([C:4]1[CH:9]=[CH:8][CH:7]=[CH:6][CH:5]=1)[CH3:3].[C:18]([O:22][C:23]([N:25]1[CH2:30][CH2:29][CH:28]([NH:31][CH2:32][C:33]2[C:38]([CH3:39])=[CH:37][C:36]([Cl:40])=[CH:35][N:34]=2)[CH2:27][CH2:26]1)=[O:24])([CH3:21])([CH3:20])[CH3:19].[BH-](OC(C)=O)(OC(C)=O)OC(C)=O.[Na+], predict the reaction product. The product is: [C:18]([O:22][C:23]([N:25]1[CH2:26][CH2:27][CH:28]([N:31]([CH2:32][C:33]2[C:38]([CH3:39])=[CH:37][C:36]([Cl:40])=[CH:35][N:34]=2)[CH2:16][C:11]2[C:10]([C:2]([CH3:1])([C:4]3[CH:5]=[CH:6][CH:7]=[CH:8][CH:9]=3)[CH3:3])=[CH:15][CH:14]=[CH:13][N:12]=2)[CH2:29][CH2:30]1)=[O:24])([CH3:21])([CH3:20])[CH3:19]. (10) The product is: [Cl:9][C:6]1[C:7]([CH3:8])=[C:2]([C:32]2[CH:31]=[N:30][N:29]([CH2:28][CH2:27][N:26]([CH3:43])[CH3:25])[CH:33]=2)[C:3]([O:23][CH3:24])=[C:4]([CH:10]([N:12]2[C:16]3=[N:17][CH:18]=[N:19][C:20]([NH2:21])=[C:15]3[C:14]([CH3:22])=[N:13]2)[CH3:11])[CH:5]=1. Given the reactants Br[C:2]1[C:3]([O:23][CH3:24])=[C:4]([CH:10]([N:12]2[C:16]3=[N:17][CH:18]=[N:19][C:20]([NH2:21])=[C:15]3[C:14]([CH3:22])=[N:13]2)[CH3:11])[CH:5]=[C:6]([Cl:9])[C:7]=1[CH3:8].[CH3:25][N:26]([CH3:43])[CH2:27][CH2:28][N:29]1[CH:33]=[C:32](B2OC(C)(C)C(C)(C)O2)[CH:31]=[N:30]1.C(=O)([O-])[O-].[Na+].[Na+].ClCCl.N#N, predict the reaction product.